The task is: Regression. Given two drug SMILES strings and cell line genomic features, predict the synergy score measuring deviation from expected non-interaction effect.. This data is from NCI-60 drug combinations with 297,098 pairs across 59 cell lines. (1) Drug 1: CC(C)(C#N)C1=CC(=CC(=C1)CN2C=NC=N2)C(C)(C)C#N. Drug 2: COC1=C2C(=CC3=C1OC=C3)C=CC(=O)O2. Cell line: OVCAR-5. Synergy scores: CSS=-2.25, Synergy_ZIP=-0.0628, Synergy_Bliss=-3.86, Synergy_Loewe=-4.81, Synergy_HSA=-5.23. (2) Drug 2: C1=CC=C(C=C1)NC(=O)CCCCCCC(=O)NO. Synergy scores: CSS=5.68, Synergy_ZIP=-3.07, Synergy_Bliss=0.219, Synergy_Loewe=0.294, Synergy_HSA=0.560. Drug 1: CC1=C2C(C(=O)C3(C(CC4C(C3C(C(C2(C)C)(CC1OC(=O)C(C(C5=CC=CC=C5)NC(=O)OC(C)(C)C)O)O)OC(=O)C6=CC=CC=C6)(CO4)OC(=O)C)O)C)O. Cell line: A549.